This data is from Full USPTO retrosynthesis dataset with 1.9M reactions from patents (1976-2016). The task is: Predict the reactants needed to synthesize the given product. (1) Given the product [CH3:1][C@@H:2]1[CH2:7][CH2:6][C@H:5]([O:8][C:9]2[CH:18]=[CH:17][CH:16]=[C:15]3[C:10]=2[CH:11]=[CH:12][C:13]([CH2:19][N:37]2[CH:35]4[CH2:34][CH2:33][CH:32]2[CH2:31][CH:30]([C:28]([OH:27])=[O:29])[CH2:36]4)=[CH:14]3)[CH2:4][CH2:3]1, predict the reactants needed to synthesize it. The reactants are: [CH3:1][CH:2]1[CH2:7][CH2:6][CH:5]([O:8][C:9]2[CH:18]=[CH:17][CH:16]=[C:15]3[C:10]=2[CH:11]=[CH:12][C:13]([CH2:19]OS(C)(=O)=O)=[CH:14]3)[CH2:4][CH2:3]1.Cl.C[O:27][C:28]([CH:30]1[CH2:36][CH:35]2[NH:37][CH:32]([CH2:33][CH2:34]2)[CH2:31]1)=[O:29].C(=O)([O-])[O-].[Cs+].[Cs+].O1CCCC1.[OH-].[Li+].O. (2) Given the product [CH2:1]([O:8][C:9](=[O:10])[CH2:11][CH2:12][CH2:13][CH2:33][C:30]1[CH:31]=[CH:32][C:27]([B:24]([OH:26])[OH:25])=[CH:28][CH:29]=1)[C:2]1[CH:3]=[CH:4][CH:5]=[CH:6][CH:7]=1, predict the reactants needed to synthesize it. The reactants are: [CH2:1]([O:8][C:9]([CH2:11][CH2:12][CH2:13]OC1C=CC(B(O)O)=CC=1)=[O:10])[C:2]1[CH:7]=[CH:6][CH:5]=[CH:4][CH:3]=1.[B:24]([C:27]1[CH:32]=[CH:31][C:30]([CH2:33]CCCC(O)=O)=[CH:29][CH:28]=1)([OH:26])[OH:25].C(Br)C1C=CC=CC=1. (3) Given the product [Cl:1][C:2]1[C:6]([N:7]2[CH2:11][CH2:10][CH:9]([CH2:12][S:23][CH3:22])[C:8]2=[O:13])=[CH:5][N:4]([C:14]2[CH:15]=[N:16][CH:17]=[CH:18][CH:19]=2)[N:3]=1, predict the reactants needed to synthesize it. The reactants are: [Cl:1][C:2]1[C:6]([N:7]2[CH2:11][CH2:10][C:9](=[CH2:12])[C:8]2=[O:13])=[CH:5][N:4]([C:14]2[CH:15]=[N:16][CH:17]=[CH:18][CH:19]=2)[N:3]=1.[OH-].[K+].[C:22](=O)(SC)[S:23]C.O. (4) The reactants are: [Cl:1][C:2]1[CH:7]=[CH:6][C:5]([C:8]2[C:17]3[C:12](=[CH:13][CH:14]=[CH:15][CH:16]=3)[C:11]([NH:18][C:19]3[CH:24]=[CH:23][C:22]([O:25][C:26]4[C:35]5[C:30](=[CH:31][CH:32]=[C:33]([O:36]C)[N:34]=5)[N:29]=[CH:28][CH:27]=4)=[CH:21][CH:20]=3)=[N:10][N:9]=2)=[CH:4][CH:3]=1.Br.C(O)(=O)C.[OH-].[Na+]. Given the product [Cl:1][C:2]1[CH:3]=[CH:4][C:5]([C:8]2[C:17]3[C:12](=[CH:13][CH:14]=[CH:15][CH:16]=3)[C:11]([NH:18][C:19]3[CH:20]=[CH:21][C:22]([O:25][C:26]4[CH:27]=[CH:28][N:29]=[C:30]5[C:35]=4[NH:34][C:33](=[O:36])[CH:32]=[CH:31]5)=[CH:23][CH:24]=3)=[N:10][N:9]=2)=[CH:6][CH:7]=1, predict the reactants needed to synthesize it. (5) Given the product [ClH:23].[CH3:1][C:2]1[NH:20][C:5]2=[C:6]([N:10]3[CH2:19][CH2:18][C:17]4[C:12](=[CH:13][CH:14]=[CH:15][CH:16]=4)[CH2:11]3)[N:7]=[CH:8][CH:9]=[C:4]2[C:3]=1[S:21][CH3:22], predict the reactants needed to synthesize it. The reactants are: [CH3:1][C:2]1[NH:20][C:5]2=[C:6]([N:10]3[CH2:19][CH2:18][C:17]4[C:12](=[CH:13][CH:14]=[CH:15][CH:16]=4)[CH2:11]3)[N:7]=[CH:8][CH:9]=[C:4]2[C:3]=1[S:21][CH3:22].[ClH:23]. (6) Given the product [C:32]([NH:31][O:30][C:13]1[CH:14]=[CH:15][C:16]([C:18]([F:20])([F:21])[F:19])=[CH:17][C:12]=1[C:11](/[N:10]=[C:8]1\[S:9][C:5]([C:1]([CH3:3])([CH3:2])[CH3:4])=[CH:6][N:7]\1[CH2:24][C@H:25]1[CH2:29][CH2:28][CH2:27][O:26]1)=[O:23])(=[O:34])[CH3:33], predict the reactants needed to synthesize it. The reactants are: [C:1]([C:5]1[S:9]/[C:8](=[N:10]\[C:11](=[O:23])[C:12]2[CH:17]=[C:16]([C:18]([F:21])([F:20])[F:19])[CH:15]=[CH:14][C:13]=2F)/[N:7]([CH2:24][C@H:25]2[CH2:29][CH2:28][CH2:27][O:26]2)[CH:6]=1)([CH3:4])([CH3:3])[CH3:2].[OH:30][NH:31][C:32](=[O:34])[CH3:33].CC(C)([O-])C.[Na+]. (7) Given the product [CH3:20][O:21][C:22]1[CH:23]=[C:24]([N:31]2[CH2:36][CH2:35][C:34](=[O:37])[CH2:33][CH2:32]2)[CH:25]=[CH:26][C:27]=1[N+:28]([O-:30])=[O:29], predict the reactants needed to synthesize it. The reactants are: CS(C)=O.C1(N=C=NC2CCCCC2)CCCCC1.[CH3:20][O:21][C:22]1[CH:23]=[C:24]([N:31]2[CH2:36][CH2:35][CH:34]([OH:37])[CH2:33][CH2:32]2)[CH:25]=[CH:26][C:27]=1[N+:28]([O-:30])=[O:29].FC(F)(F)C(O)=O. (8) Given the product [CH3:1][C:2]1[O:6][C:5]([C:7]2[CH:8]=[CH:9][CH:10]=[CH:11][CH:12]=2)=[N:4][C:3]=1[CH2:13][O:14][C:15]1[CH:33]=[CH:32][CH:31]=[CH:30][C:16]=1[CH2:17][O:18][C:19]1[CH:24]=[CH:23][CH:22]=[CH:21][C:20]=1[CH2:25][C:26]([OH:28])=[O:27], predict the reactants needed to synthesize it. The reactants are: [CH3:1][C:2]1[O:6][C:5]([C:7]2[CH:12]=[CH:11][CH:10]=[CH:9][CH:8]=2)=[N:4][C:3]=1[CH2:13][O:14][C:15]1[CH:33]=[CH:32][CH:31]=[CH:30][C:16]=1[CH2:17][O:18][C:19]1[CH:24]=[CH:23][CH:22]=[CH:21][C:20]=1[CH2:25][C:26]([O:28]C)=[O:27].O1CCCC1.[OH-].[Na+].Cl.